This data is from Full USPTO retrosynthesis dataset with 1.9M reactions from patents (1976-2016). The task is: Predict the reactants needed to synthesize the given product. (1) Given the product [CH3:1][O:2][C:3]1[CH:4]=[C:5]([C:11]2[C:12](=[O:23])[O:13][C:14]3[C:19]([C:20]=2[CH3:21])=[CH:18][CH:17]=[C:16]([O:22][C:35]([N:25]2[C:34]4[C:29](=[CH:30][CH:31]=[CH:32][CH:33]=4)[CH2:28][CH2:27][CH2:26]2)=[O:36])[CH:15]=3)[CH:6]=[CH:7][C:8]=1[O:9][CH3:10], predict the reactants needed to synthesize it. The reactants are: [CH3:1][O:2][C:3]1[CH:4]=[C:5]([C:11]2[C:12](=[O:23])[O:13][C:14]3[C:19]([C:20]=2[CH3:21])=[CH:18][CH:17]=[C:16]([OH:22])[CH:15]=3)[CH:6]=[CH:7][C:8]=1[O:9][CH3:10].[I-].[N:25]1([C:35](N2C=C[N+](C)=C2)=[O:36])[C:34]2[C:29](=[CH:30][CH:31]=[CH:32][CH:33]=2)[CH2:28][CH2:27][CH2:26]1. (2) Given the product [CH3:24][O:25][C:26](=[O:34])[C:27]1[CH:32]=[CH:31][C:30]([NH:33][C:14](=[O:15])[C@@H:13]([N:11]2[CH2:12][C:8]3[CH2:7][C:6]4[CH:5]=[CH:4][CH:3]=[C:2]([Cl:1])[C:23]=4[O:22][C:9]=3[C:10]2=[O:21])[CH2:17][CH:18]([CH3:20])[CH3:19])=[N:29][CH:28]=1, predict the reactants needed to synthesize it. The reactants are: [Cl:1][C:2]1[C:23]2[O:22][C:9]3[C:10](=[O:21])[N:11]([C@@H:13]([CH2:17][CH:18]([CH3:20])[CH3:19])[C:14](O)=[O:15])[CH2:12][C:8]=3[CH2:7][C:6]=2[CH:5]=[CH:4][CH:3]=1.[CH3:24][O:25][C:26](=[O:34])[C:27]1[CH:32]=[CH:31][C:30]([NH2:33])=[N:29][CH:28]=1.ON1C2C=CC=CC=2N=N1. (3) Given the product [ClH:2].[CH3:17][C:12]1[CH:11]=[C:10]([C:8]2[CH:9]=[C:4]([CH2:3][N:21]3[CH:22]=[CH:23][N:24]=[C:20]3[CH3:19])[C:5]([CH3:18])=[N:6][CH:7]=2)[CH:15]=[CH:14][C:13]=1[CH3:16], predict the reactants needed to synthesize it. The reactants are: Cl.[Cl:2][CH2:3][C:4]1[C:5]([CH3:18])=[N:6][CH:7]=[C:8]([C:10]2[CH:15]=[CH:14][C:13]([CH3:16])=[C:12]([CH3:17])[CH:11]=2)[CH:9]=1.[CH3:19][C:20]1[NH:21][CH:22]=[CH:23][N:24]=1. (4) Given the product [O:1]1[CH2:6][CH2:5][CH:4]([NH:9][NH:8][C:10]([O:12][C:13]([CH3:16])([CH3:15])[CH3:14])=[O:11])[CH2:3][CH2:2]1, predict the reactants needed to synthesize it. The reactants are: [O:1]1[CH2:6][CH2:5][C:4](=O)[CH2:3][CH2:2]1.[NH:8]([C:10]([O:12][C:13]([CH3:16])([CH3:15])[CH3:14])=[O:11])[NH2:9].C([BH3-])#N.[Na+]. (5) Given the product [C:13]([O:12][C:10](=[O:11])[NH:1][CH:2]([C:7]([N:70]1[CH2:71][CH2:72][CH:56]2[N:55]([CH:50]3[CH2:54][CH2:53][CH2:52][CH2:51]3)[CH2:59][CH:58]([C:60]3[C:68]4[C:63](=[CH:64][C:65]([F:69])=[CH:66][CH:67]=4)[NH:62][CH:61]=3)[CH:57]12)=[O:9])[C:3]([CH3:4])([CH3:5])[CH3:6])([CH3:16])([CH3:15])[CH3:14], predict the reactants needed to synthesize it. The reactants are: [NH:1]([C:10]([O:12][C:13]([CH3:16])([CH3:15])[CH3:14])=[O:11])[C@H:2]([C:7]([OH:9])=O)[C:3]([CH3:6])([CH3:5])[CH3:4].CN(C(ON1N=NC2C=CC=NC1=2)=[N+](C)C)C.F[P-](F)(F)(F)(F)F.CCN(C(C)C)C(C)C.[CH:50]1([N:55]2[CH2:59][CH:58]([C:60]3[C:68]4[C:63](=[CH:64][C:65]([F:69])=[CH:66][CH:67]=4)[NH:62][CH:61]=3)[CH:57]3[NH:70][CH2:71][CH2:72][CH:56]23)[CH2:54][CH2:53][CH2:52][CH2:51]1. (6) Given the product [NH2:22][C@@H:18]1[CH2:17][C:16]2[C:21](=[C:12]([S:9]([NH:8][C:6]3[CH:7]=[C:2]([Cl:1])[CH:3]=[CH:4][C:5]=3[O:31][CH3:32])(=[O:10])=[O:11])[CH:13]=[CH:14][C:15]=2[O:29][CH3:30])[O:20][CH2:19]1, predict the reactants needed to synthesize it. The reactants are: [Cl:1][C:2]1[CH:3]=[CH:4][C:5]([O:31][CH3:32])=[C:6]([NH:8][S:9]([C:12]2[CH:13]=[CH:14][C:15]([O:29][CH3:30])=[C:16]3[C:21]=2[O:20][CH2:19][C@H:18]([NH:22]C(=O)C(F)(F)F)[CH2:17]3)(=[O:11])=[O:10])[CH:7]=1.[OH-].[Na+].Cl.C(=O)(O)[O-].[Na+]. (7) Given the product [Cl:13][C:4]([Cl:3])([P:5](=[O:6])([OH:8])[OH:7])[P:9](=[O:10])([OH:11])[OH:12], predict the reactants needed to synthesize it. The reactants are: [Na+].[Na+].[Cl:3][C:4]([Cl:13])([P:9](=[O:12])([O-:11])[O-:10])[P:5](=[O:8])([OH:7])[OH:6].C(N(CCCC)CCCC)CCC. (8) Given the product [CH2:39]1[CH:40]2[CH2:44][CH2:43][CH2:42][CH:41]2[CH2:37][N:38]1[CH2:45][CH2:46][C:47]([O:36][C:3]1([CH2:1][CH3:2])[C:33]2[CH:32]=[C:31]3[N:8]([CH2:9][C:10]4[C:11]3=[N:12][C:13]3[C:18]([C:19]=4[C:20]4[CH:21]=[CH:22][C:23]([O:26][CH3:27])=[CH:24][CH:25]=4)=[CH:17][C:16]4[O:28][CH2:29][O:30][C:15]=4[CH:14]=3)[C:7](=[O:34])[C:6]=2[CH2:5][C:4]1=[O:35])=[O:48], predict the reactants needed to synthesize it. The reactants are: [CH2:1]([C:3]1([OH:36])[C:33]2[CH:32]=[C:31]3[N:8]([CH2:9][C:10]4[C:11]3=[N:12][C:13]3[C:18]([C:19]=4[C:20]4[CH:25]=[CH:24][C:23]([O:26][CH3:27])=[CH:22][CH:21]=4)=[CH:17][C:16]4[O:28][CH2:29][O:30][C:15]=4[CH:14]=3)[C:7](=[O:34])[C:6]=2[CH2:5][C:4]1=[O:35])[CH3:2].[CH2:37]1[CH:41]2[CH2:42][CH2:43][CH2:44][CH:40]2[CH2:39][N:38]1[CH2:45][CH2:46][C:47](O)=[O:48].